Regression. Given two drug SMILES strings and cell line genomic features, predict the synergy score measuring deviation from expected non-interaction effect. From a dataset of NCI-60 drug combinations with 297,098 pairs across 59 cell lines. (1) Drug 1: CC1CCC2CC(C(=CC=CC=CC(CC(C(=O)C(C(C(=CC(C(=O)CC(OC(=O)C3CCCCN3C(=O)C(=O)C1(O2)O)C(C)CC4CCC(C(C4)OC)O)C)C)O)OC)C)C)C)OC. Drug 2: CN(C(=O)NC(C=O)C(C(C(CO)O)O)O)N=O. Cell line: SR. Synergy scores: CSS=15.9, Synergy_ZIP=9.12, Synergy_Bliss=7.69, Synergy_Loewe=3.26, Synergy_HSA=3.13. (2) Drug 1: CN1C2=C(C=C(C=C2)N(CCCl)CCCl)N=C1CCCC(=O)O.Cl. Drug 2: CS(=O)(=O)OCCCCOS(=O)(=O)C. Cell line: HCT116. Synergy scores: CSS=10.7, Synergy_ZIP=-5.92, Synergy_Bliss=-3.71, Synergy_Loewe=-8.12, Synergy_HSA=-4.66. (3) Drug 1: CC1C(C(CC(O1)OC2CC(CC3=C2C(=C4C(=C3O)C(=O)C5=C(C4=O)C(=CC=C5)OC)O)(C(=O)C)O)N)O.Cl. Drug 2: CC1CCC2CC(C(=CC=CC=CC(CC(C(=O)C(C(C(=CC(C(=O)CC(OC(=O)C3CCCCN3C(=O)C(=O)C1(O2)O)C(C)CC4CCC(C(C4)OC)OCCO)C)C)O)OC)C)C)C)OC. Cell line: SK-MEL-28. Synergy scores: CSS=29.7, Synergy_ZIP=-4.29, Synergy_Bliss=1.39, Synergy_Loewe=2.54, Synergy_HSA=2.94. (4) Drug 1: CN1C2=C(C=C(C=C2)N(CCCl)CCCl)N=C1CCCC(=O)O.Cl. Drug 2: COCCOC1=C(C=C2C(=C1)C(=NC=N2)NC3=CC=CC(=C3)C#C)OCCOC.Cl. Cell line: NCI-H322M. Synergy scores: CSS=20.7, Synergy_ZIP=-3.51, Synergy_Bliss=1.85, Synergy_Loewe=-16.8, Synergy_HSA=1.68. (5) Drug 2: CC(C)(C#N)C1=CC(=CC(=C1)CN2C=NC=N2)C(C)(C)C#N. Cell line: HOP-62. Synergy scores: CSS=2.94, Synergy_ZIP=-2.14, Synergy_Bliss=-3.54, Synergy_Loewe=-3.88, Synergy_HSA=-3.88. Drug 1: CC1=C(C=C(C=C1)NC(=O)C2=CC=C(C=C2)CN3CCN(CC3)C)NC4=NC=CC(=N4)C5=CN=CC=C5. (6) Drug 1: CN(C)N=NC1=C(NC=N1)C(=O)N. Drug 2: C(CN)CNCCSP(=O)(O)O. Cell line: COLO 205. Synergy scores: CSS=21.3, Synergy_ZIP=8.55, Synergy_Bliss=14.4, Synergy_Loewe=13.4, Synergy_HSA=13.6. (7) Drug 1: CC1=C2C(C(=O)C3(C(CC4C(C3C(C(C2(C)C)(CC1OC(=O)C(C(C5=CC=CC=C5)NC(=O)OC(C)(C)C)O)O)OC(=O)C6=CC=CC=C6)(CO4)OC(=O)C)OC)C)OC. Cell line: SNB-75. Drug 2: CC1CCC2CC(C(=CC=CC=CC(CC(C(=O)C(C(C(=CC(C(=O)CC(OC(=O)C3CCCCN3C(=O)C(=O)C1(O2)O)C(C)CC4CCC(C(C4)OC)OCCO)C)C)O)OC)C)C)C)OC. Synergy scores: CSS=35.3, Synergy_ZIP=-2.23, Synergy_Bliss=-0.656, Synergy_Loewe=3.14, Synergy_HSA=3.53. (8) Drug 1: CC1=C2C(C(=O)C3(C(CC4C(C3C(C(C2(C)C)(CC1OC(=O)C(C(C5=CC=CC=C5)NC(=O)OC(C)(C)C)O)O)OC(=O)C6=CC=CC=C6)(CO4)OC(=O)C)OC)C)OC. Drug 2: CC1=C(C=C(C=C1)NC(=O)C2=CC=C(C=C2)CN3CCN(CC3)C)NC4=NC=CC(=N4)C5=CN=CC=C5. Cell line: NCI-H522. Synergy scores: CSS=47.3, Synergy_ZIP=4.06, Synergy_Bliss=3.28, Synergy_Loewe=-28.7, Synergy_HSA=3.01. (9) Drug 1: CN(C)C1=NC(=NC(=N1)N(C)C)N(C)C. Drug 2: C1=CC(=CC=C1CC(C(=O)O)N)N(CCCl)CCCl.Cl. Cell line: EKVX. Synergy scores: CSS=12.6, Synergy_ZIP=6.52, Synergy_Bliss=13.3, Synergy_Loewe=7.45, Synergy_HSA=10.1. (10) Drug 1: CC1=C(C=C(C=C1)NC(=O)C2=CC=C(C=C2)CN3CCN(CC3)C)NC4=NC=CC(=N4)C5=CN=CC=C5. Drug 2: CN(CCCl)CCCl.Cl. Cell line: MALME-3M. Synergy scores: CSS=17.4, Synergy_ZIP=-7.15, Synergy_Bliss=-3.47, Synergy_Loewe=-5.20, Synergy_HSA=-0.431.